Task: Predict the reactants needed to synthesize the given product.. Dataset: Full USPTO retrosynthesis dataset with 1.9M reactions from patents (1976-2016) (1) Given the product [Cl:1][C:2]1[CH:3]=[CH:4][C:5]([CH:8]([C:15]2[C:23]3[C:18](=[C:19]([CH2:25][S:26][CH3:27])[C:20]([F:24])=[CH:21][CH:22]=3)[NH:17][CH:16]=2)[CH2:9][CH2:10][OH:11])=[CH:6][CH:7]=1, predict the reactants needed to synthesize it. The reactants are: [Cl:1][C:2]1[CH:7]=[CH:6][C:5]([CH:8]([C:15]2[C:23]3[C:18](=[C:19]([CH2:25][S:26][CH3:27])[C:20]([F:24])=[CH:21][CH:22]=3)[NH:17][CH:16]=2)[CH2:9][C:10](OCC)=[O:11])=[CH:4][CH:3]=1.[H-].[Al+3].[Li+].[H-].[H-].[H-].C(#N)C.O. (2) Given the product [CH3:24][O:23][C@@H:3]1[C@H:2]([NH:1][CH2:36][C:34]2[CH:33]=[CH:32][C:29]3[O:30][CH2:31][C:26](=[O:25])[NH:27][C:28]=3[N:35]=2)[CH2:7][CH2:6][N:5]([CH2:8][CH2:9][N:10]2[C:19]3[C:14](=[CH:15][CH:16]=[C:17]([C:20]#[N:21])[CH:18]=3)[CH:13]=[CH:12][C:11]2=[O:22])[CH2:4]1, predict the reactants needed to synthesize it. The reactants are: [NH2:1][C@@H:2]1[CH2:7][CH2:6][N:5]([CH2:8][CH2:9][N:10]2[C:19]3[C:14](=[CH:15][CH:16]=[C:17]([C:20]#[N:21])[CH:18]=3)[CH:13]=[CH:12][C:11]2=[O:22])[CH2:4][C@@H:3]1[O:23][CH3:24].[O:25]=[C:26]1[CH2:31][O:30][C:29]2[CH:32]=[CH:33][C:34]([CH:36]=O)=[N:35][C:28]=2[NH:27]1.C(O[BH-](OC(=O)C)OC(=O)C)(=O)C.[Na+]. (3) The reactants are: Cl[C:2]1[C:11]2[C:10](=[O:12])[NH:9][C:8]([C:13]3[CH:18]=[CH:17][N:16]=[CH:15][CH:14]=3)=[N:7][C:6]=2[CH:5]=[N:4][CH:3]=1.[CH2:19]([O:26][CH2:27][B-](F)(F)F)[C:20]1[CH:25]=[CH:24][CH:23]=[CH:22][CH:21]=1.[K+].C(=O)([O-])[O-].[Cs+].[Cs+].CC(OC1C=CC=C(OC(C)C)C=1C1C(P(C2CCCCC2)C2CCCCC2)=CC=CC=1)C. Given the product [CH2:19]([O:26][CH2:27][C:2]1[C:11]2[C:10](=[O:12])[NH:9][C:8]([C:13]3[CH:18]=[CH:17][N:16]=[CH:15][CH:14]=3)=[N:7][C:6]=2[CH:5]=[N:4][CH:3]=1)[C:20]1[CH:25]=[CH:24][CH:23]=[CH:22][CH:21]=1, predict the reactants needed to synthesize it. (4) Given the product [C:36]([O:40][C:41](=[O:50])[NH:42][CH2:43][CH:44]1[O:49][CH2:48][CH2:47][N:46]([C:12]2[CH:11]=[C:16]([CH:17]([S:26][C:27]3[CH:28]=[CH:29][C:30]([Cl:33])=[CH:31][CH:32]=3)[C:18]3[CH:23]=[C:22]([F:24])[CH:21]=[CH:20][C:19]=3[F:25])[C:15]([Cl:34])=[CH:14][N:13]=2)[CH2:45]1)([CH3:39])([CH3:37])[CH3:38], predict the reactants needed to synthesize it. The reactants are: O1CCOCC1.C([C:11]1[C:12](Cl)=[N:13][CH:14]=[C:15]([Cl:34])[C:16]=1[CH:17]([S:26][C:27]1[CH:32]=[CH:31][C:30]([Cl:33])=[CH:29][CH:28]=1)[C:18]1[CH:23]=[C:22]([F:24])[CH:21]=[CH:20][C:19]=1[F:25])(C)(C)C.[C:36]([O:40][C:41](=[O:50])[NH:42][CH2:43][CH:44]1[O:49][CH2:48][CH2:47][NH:46][CH2:45]1)([CH3:39])([CH3:38])[CH3:37].